Dataset: Full USPTO retrosynthesis dataset with 1.9M reactions from patents (1976-2016). Task: Predict the reactants needed to synthesize the given product. (1) Given the product [CH2:1]([O:8][C:9]1[CH:14]=[CH:13][C:12]([C:15]2[C:16]([CH3:28])=[CH:17][C:18]([O:22][C@@H:23]3[CH2:27][CH2:26][O:25][CH2:24]3)=[CH:19][C:20]=2[CH3:21])=[CH:11][C:10]=1[CH2:29][O:30][C:31]1[CH:44]=[CH:43][C:34]2[C@H:35]([CH2:38][C:39]([OH:41])=[O:40])[CH2:36][O:37][C:33]=2[CH:32]=1)[C:2]1[CH:3]=[CH:4][CH:5]=[CH:6][CH:7]=1, predict the reactants needed to synthesize it. The reactants are: [CH2:1]([O:8][C:9]1[CH:14]=[CH:13][C:12]([C:15]2[C:20]([CH3:21])=[CH:19][C:18]([O:22][C@@H:23]3[CH2:27][CH2:26][O:25][CH2:24]3)=[CH:17][C:16]=2[CH3:28])=[CH:11][C:10]=1[CH2:29][O:30][C:31]1[CH:44]=[CH:43][C:34]2[C@H:35]([CH2:38][C:39]([O:41]C)=[O:40])[CH2:36][O:37][C:33]=2[CH:32]=1)[C:2]1[CH:7]=[CH:6][CH:5]=[CH:4][CH:3]=1.[OH-].[Li+]. (2) Given the product [CH2:29]([CH:31]1[CH2:36][CH2:35][C:34](=[C:9]([C:13]2[S:12][CH:11]=[C:10]([CH3:28])[N:14]=2)[C:7]#[N:8])[CH2:33][CH2:32]1)[CH3:30], predict the reactants needed to synthesize it. The reactants are: C1(C2[N:8]=[C:7]([C:9]3[C:10]4[CH2:28]CCC[C:11]=4[S:12][C:13]=3[NH:14]C(N3CCC[C@@H]3C(O)=O)=O)ON=2)CC1.[CH2:29]([CH:31]1[CH2:36][CH2:35][C:34](=O)[CH2:33][CH2:32]1)[CH3:30].CC1N=C(CC#N)SC=1. (3) Given the product [C:2]([C:7]1[N:8]=[C:9]([CH2:12][N:13]2[CH:17]=[CH:16][C:15]([NH:18][C:32]([C:28]3[N:29]=[CH:30][O:31][C:27]=3[C:23]3[CH:24]=[CH:25][CH:26]=[C:21]([O:20][CH3:19])[CH:22]=3)=[O:33])=[N:14]2)[S:10][CH:11]=1)(=[O:6])[CH3:1], predict the reactants needed to synthesize it. The reactants are: [CH3:1][C:2]1([C:7]2[N:8]=[C:9]([CH2:12][N:13]3[CH:17]=[CH:16][C:15]([NH2:18])=[N:14]3)[S:10][CH:11]=2)[O:6]CCO1.[CH3:19][O:20][C:21]1[CH:22]=[C:23]([C:27]2[O:31][CH:30]=[N:29][C:28]=2[C:32](O)=[O:33])[CH:24]=[CH:25][CH:26]=1. (4) Given the product [CH3:1][O:2][C:3]([C:5]1[CH:6]=[CH:7][C:8]([C:24]2[CH:29]=[CH:28][N:27]=[C:26]([NH:30][CH:31]3[CH2:36][CH2:35][CH2:34][CH2:33][CH2:32]3)[CH:25]=2)=[N:9][C:10]=1[N:11]1[CH2:16][CH2:15][NH:14][CH2:13][CH2:12]1)=[O:4], predict the reactants needed to synthesize it. The reactants are: [CH3:1][O:2][C:3]([C:5]1[CH:6]=[CH:7][C:8]([C:24]2[CH:29]=[CH:28][N:27]=[C:26]([NH:30][CH:31]3[CH2:36][CH2:35][CH2:34][CH2:33][CH2:32]3)[CH:25]=2)=[N:9][C:10]=1[N:11]1[CH2:16][CH2:15][N:14](C(OC(C)(C)C)=O)[CH2:13][CH2:12]1)=[O:4].FC(F)(F)C(O)=O. (5) Given the product [CH:1]1([C:47]([N:43]2[CH2:44][CH2:10][N:9]([C:12]([C:14]3[CH:15]=[C:16]([CH:20]4[C:25]5=[N:26][NH:27][C:28](=[O:33])[C:29]6[CH:30]=[CH:31][CH:32]=[C:23]([C:24]=65)[NH:22][CH:21]4[C:34]4[CH:41]=[CH:40][C:37]([CH2:4][N:6]([CH3:11])[CH3:7])=[CH:36][CH:35]=4)[CH:17]=[CH:18][CH:19]=3)=[O:13])[CH2:8][CH2:42]2)=[O:48])[CH2:3][CH2:2]1.[CH:1]1([C:4]([N:6]2[CH2:11][CH2:10][N:9]([C:12]([C:14]3[CH:15]=[C:16]([CH:20]4[C:25]5=[N:26][NH:27][C:28](=[O:33])[C:29]6[CH:30]=[CH:31][CH:32]=[C:23]([C:24]=65)[NH:22][CH:21]4[C:34]4[CH:35]=[CH:36][C:37]([CH2:38][OH:39])=[CH:40][CH:41]=4)[CH:17]=[CH:18][CH:19]=3)=[O:13])[CH2:8][CH2:7]2)=[O:5])[CH2:3][CH2:2]1, predict the reactants needed to synthesize it. The reactants are: [CH:1]1([C:4]([N:6]2[CH2:11][CH2:10][N:9]([C:12]([C:14]3[CH:15]=[C:16]([CH:20]4[C:25]5=[N:26][NH:27][C:28](=[O:33])[C:29]6[CH:30]=[CH:31][CH:32]=[C:23]([C:24]=65)[NH:22][CH:21]4[C:34]4[CH:41]=[CH:40][C:37]([CH:38]=[O:39])=[CH:36][CH:35]=4)[CH:17]=[CH:18][CH:19]=3)=[O:13])[CH2:8][CH2:7]2)=[O:5])[CH2:3][CH2:2]1.[CH3:42][NH:43][CH3:44].[BH4-].[Na+].[CH3:47][OH:48].